Dataset: Full USPTO retrosynthesis dataset with 1.9M reactions from patents (1976-2016). Task: Predict the reactants needed to synthesize the given product. (1) Given the product [Br:7][CH2:8][CH2:9][CH2:10][CH2:11][C:12]1([C:26]([N:1]2[CH2:6][CH2:5][O:4][CH2:3][CH2:2]2)=[O:27])[C:13]2[CH:14]=[CH:15][CH:16]=[CH:17][C:18]=2[O:19][C:20]2[C:25]1=[CH:24][CH:23]=[CH:22][CH:21]=2, predict the reactants needed to synthesize it. The reactants are: [NH:1]1[CH2:6][CH2:5][O:4][CH2:3][CH2:2]1.[Br:7][CH2:8][CH2:9][CH2:10][CH2:11][C:12]1([C:26](Cl)=[O:27])[C:25]2[CH:24]=[CH:23][CH:22]=[CH:21][C:20]=2[O:19][C:18]2[C:13]1=[CH:14][CH:15]=[CH:16][CH:17]=2. (2) Given the product [Cl:17][C:15]1[CH:14]=[CH:13][C:12]2[N:8]([C@H:5]3[CH2:4][CH2:3][C@@H:2]([NH:1][CH2:33][CH:28]4[CH2:27][C:26]5[C:30](=[CH:31][CH:32]=[C:24]([C:23]([F:22])([F:35])[F:36])[CH:25]=5)[CH2:29]4)[CH2:7][CH2:6]3)[C:9]([C:18]([OH:21])([CH3:19])[CH3:20])=[N:10][C:11]=2[CH:16]=1, predict the reactants needed to synthesize it. The reactants are: [NH2:1][C@@H:2]1[CH2:7][CH2:6][C@H:5]([N:8]2[C:12]3[CH:13]=[CH:14][C:15]([Cl:17])=[CH:16][C:11]=3[N:10]=[C:9]2[C:18]([OH:21])([CH3:20])[CH3:19])[CH2:4][CH2:3]1.[F:22][C:23]([F:36])([F:35])[C:24]1[CH:25]=[C:26]2[C:30](=[CH:31][CH:32]=1)[CH2:29][CH:28]([CH:33]=O)[CH2:27]2. (3) Given the product [Cl:29][C:30]1[CH:31]=[CH:32][C:33]([O:39][CH2:40][CH2:41][O:42][CH3:43])=[C:34]([CH:38]=1)[C:35]([NH:1][CH:2]1[C:8](=[O:9])[NH:7][C:6]2[CH:10]=[CH:11][CH:12]=[CH:13][C:5]=2[C:4]([C:14]2[C:19]([CH2:20][N:21]3[CH2:22][CH2:23][O:24][CH2:25][CH2:26]3)=[CH:18][C:17]([Cl:27])=[CH:16][C:15]=2[Cl:28])=[N:3]1)=[O:36], predict the reactants needed to synthesize it. The reactants are: [NH2:1][CH:2]1[C:8](=[O:9])[NH:7][C:6]2[CH:10]=[CH:11][CH:12]=[CH:13][C:5]=2[C:4]([C:14]2[C:19]([CH2:20][N:21]3[CH2:26][CH2:25][O:24][CH2:23][CH2:22]3)=[CH:18][C:17]([Cl:27])=[CH:16][C:15]=2[Cl:28])=[N:3]1.[Cl:29][C:30]1[CH:31]=[CH:32][C:33]([O:39][CH2:40][CH2:41][O:42][CH3:43])=[C:34]([CH:38]=1)[C:35](O)=[O:36]. (4) Given the product [F:33][C:16]([F:15])([F:32])[C:17]([CH2:6][C:7]1[CH:12]=[C:11]([CH3:13])[CH:10]=[C:9]([CH3:14])[N:8]=1)([OH:31])[CH2:18][C:19]([C:22]1[CH:27]=[C:26]([F:28])[CH:25]=[CH:24][C:23]=1[O:29][CH3:30])([CH3:21])[CH3:20], predict the reactants needed to synthesize it. The reactants are: C([Li])(C)(C)C.[CH3:6][C:7]1[CH:12]=[C:11]([CH3:13])[CH:10]=[C:9]([CH3:14])[N:8]=1.[F:15][C:16]([F:33])([F:32])[C:17](=[O:31])[CH2:18][C:19]([C:22]1[CH:27]=[C:26]([F:28])[CH:25]=[CH:24][C:23]=1[O:29][CH3:30])([CH3:21])[CH3:20]. (5) Given the product [F:37][B-:36]([F:40])([F:39])[F:38].[CH3:12][C:13]1[CH:14]=[C:15]([S+:3]([CH2:2][F:1])[C:5]2[CH:10]=[CH:9][C:8]([CH3:11])=[CH:7][CH:6]=2)[CH:16]=[CH:17][C:18]=1[CH3:19], predict the reactants needed to synthesize it. The reactants are: [F:1][CH2:2][S:3]([C:5]1[CH:10]=[CH:9][C:8]([CH3:11])=[CH:7][CH:6]=1)=O.[CH3:12][C:13]1[CH:14]=[CH:15][CH:16]=[CH:17][C:18]=1[CH3:19].FC(F)(F)S(OS(C(F)(F)F)(=O)=O)(=O)=O.[H+].[B-:36]([F:40])([F:39])([F:38])[F:37]. (6) The reactants are: [Cl:1][C:2]1[CH:7]=[C:6]([CH3:8])[CH:5]=[CH:4][N:3]=1.[Cl:9]N1C(=O)CCC1=O.CC(N=NC(C#N)(C)C)(C#N)C. Given the product [Cl:1][C:2]1[CH:7]=[C:6]([CH2:8][Cl:9])[CH:5]=[CH:4][N:3]=1, predict the reactants needed to synthesize it. (7) Given the product [NH2:1][C:2]1[CH:10]=[CH:9][C:5]([C:6]([NH:58][CH2:57][C:56]([O:55][C:54]2[CH:53]=[CH:52][C:51]([F:50])=[CH:62][CH:61]=2)([CH3:60])[CH3:59])=[O:8])=[CH:4][C:3]=1[F:11], predict the reactants needed to synthesize it. The reactants are: [NH2:1][C:2]1[CH:10]=[CH:9][C:5]([C:6]([OH:8])=O)=[CH:4][C:3]=1[F:11].CN(C(ON1N=NC2C=CC=CC1=2)=[N+](C)C)C.F[P-](F)(F)(F)(F)F.CN(C=O)C.C(N(CC)C(C)C)(C)C.[F:50][C:51]1[CH:62]=[CH:61][C:54]([O:55][C:56]([CH3:60])([CH3:59])[CH2:57][NH2:58])=[CH:53][CH:52]=1. (8) Given the product [C:28]([NH:1][C:2]1[CH:27]=[CH:26][C:5]2[CH2:6][CH2:7][C:8]3[C:9]([C:23]([NH2:25])=[O:24])=[N:10][N:11]([C:13]4[CH:14]=[CH:15][C:16]([O:19][O:20][S:21][NH2:22])=[CH:17][CH:18]=4)[C:12]=3[C:4]=2[CH:3]=1)(=[O:30])[CH3:29], predict the reactants needed to synthesize it. The reactants are: [NH2:1][C:2]1[CH:27]=[CH:26][C:5]2[CH2:6][CH2:7][C:8]3[C:9]([C:23]([NH2:25])=[O:24])=[N:10][N:11]([C:13]4[CH:18]=[CH:17][C:16]([O:19][O:20][S:21][NH2:22])=[CH:15][CH:14]=4)[C:12]=3[C:4]=2[CH:3]=1.[C:28](OC(=O)C)(=[O:30])[CH3:29].N1C=CC=CC=1. (9) The reactants are: [CH3:1][O:2][C:3]1[CH:4]=[C:5]2[C:10](=[CH:11][CH:12]=1)[C:9](=[O:13])[CH2:8][CH2:7][CH2:6]2.Br[C:15]1[CH:20]=[CH:19][C:18]([S:21][CH3:22])=[CH:17][CH:16]=1.C1(P(C2CCCCC2)C2C=CC=CC=2C2C=CC=CC=2N(C)C)CCCCC1.CC(C)([O-])C.[Na+].Cl. Given the product [CH3:1][O:2][C:3]1[CH:4]=[C:5]2[C:10](=[CH:11][CH:12]=1)[C:9]([OH:13])=[C:8]([C:15]1[CH:20]=[CH:19][C:18]([S:21][CH3:22])=[CH:17][CH:16]=1)[CH:7]=[CH:6]2, predict the reactants needed to synthesize it. (10) Given the product [CH3:41][C:39]1[CH:40]=[C:35]([NH:34][C:32](=[O:33])[NH:31][CH2:30][CH2:29][N:18]2[CH2:19][CH2:20][CH:15]([N:3]([CH2:1][CH3:2])[S:4]([C:7]3[CH:8]=[CH:9][C:10]([O:13][CH3:14])=[CH:11][CH:12]=3)(=[O:5])=[O:6])[CH2:16][CH2:17]2)[CH:36]=[C:37]([CH3:42])[N:38]=1, predict the reactants needed to synthesize it. The reactants are: [CH2:1]([N:3]([CH:15]1[CH2:20][CH2:19][NH:18][CH2:17][CH2:16]1)[S:4]([C:7]1[CH:12]=[CH:11][C:10]([O:13][CH3:14])=[CH:9][CH:8]=1)(=[O:6])=[O:5])[CH3:2].C([O-])(O)=O.[Na+].[Na+].[I-].Cl[CH2:29][CH2:30][NH:31][C:32]([NH:34][C:35]1[CH:40]=[C:39]([CH3:41])[N:38]=[C:37]([CH3:42])[CH:36]=1)=[O:33].